Task: Predict the reaction yield, written as a fraction of the theoretical maximum amount of product (1.0 means a 100% yield; for example, 0.34 means a 34% yield).. Dataset: Reaction yield outcomes from USPTO patents with 853,638 reactions (1) The reactants are Cl.[O:2]=[C:3]1[NH:12][C:11]2[N:10]=[CH:9][C:8](/[CH:13]=[CH:14]/[C:15]([OH:17])=O)=[CH:7][C:6]=2[CH2:5][CH2:4]1.Cl.[NH:19]1[CH2:22][CH:21]([C:23]2[N:27]=[C:26]([CH3:28])[O:25][N:24]=2)[CH2:20]1.CCN(C(C)C)C(C)C.CCN=C=NCCCN(C)C. The catalyst is CN(C=O)C. The product is [CH3:28][C:26]1[O:25][N:24]=[C:23]([CH:21]2[CH2:22][N:19]([C:15](=[O:17])/[CH:14]=[CH:13]/[C:8]3[CH:7]=[C:6]4[C:11](=[N:10][CH:9]=3)[NH:12][C:3](=[O:2])[CH2:4][CH2:5]4)[CH2:20]2)[N:27]=1. The yield is 0.560. (2) The reactants are [Br:1][C:2]1[CH:27]=[CH:26][C:5]2[N:6]([C:22]([CH3:25])([CH3:24])[CH3:23])[C:7]([C:9]3[CH:10]=[C:11]([CH2:20][OH:21])[CH:12]=[CH:13][C:14]=3[N:15]3[CH:19]=[N:18][CH:17]=[N:16]3)=[N:8][C:4]=2[CH:3]=1.[CH3:28][S:29](Cl)(=[O:31])=[O:30].C(N(CC)CC)C. The catalyst is C(Cl)Cl. The product is [Br:1][C:2]1[CH:27]=[CH:26][C:5]2[N:6]([C:22]([CH3:24])([CH3:23])[CH3:25])[C:7]([C:9]3[CH:10]=[C:11]([CH:12]=[CH:13][C:14]=3[N:15]3[CH:19]=[N:18][CH:17]=[N:16]3)[CH2:20][O:21][S:29]([CH3:28])(=[O:31])=[O:30])=[N:8][C:4]=2[CH:3]=1. The yield is 1.00. (3) The reactants are Cl[C:2]1[N:11]=[CH:10][C:9]2[C:4](=[CH:5][C:6]([O:12][CH3:13])=[CH:7][CH:8]=2)[N:3]=1.[O:14]1[CH2:19][CH2:18][N:17]([S:20]([C:23]2[CH:29]=[CH:28][C:26]([NH2:27])=[CH:25][CH:24]=2)(=[O:22])=[O:21])[CH2:16][CH2:15]1. The catalyst is CC(O)C. The product is [CH3:13][O:12][C:6]1[CH:5]=[C:4]2[C:9]([CH:10]=[N:11][C:2]([NH:27][C:26]3[CH:28]=[CH:29][C:23]([S:20]([N:17]4[CH2:18][CH2:19][O:14][CH2:15][CH2:16]4)(=[O:22])=[O:21])=[CH:24][CH:25]=3)=[N:3]2)=[CH:8][CH:7]=1. The yield is 0.990.